This data is from Full USPTO retrosynthesis dataset with 1.9M reactions from patents (1976-2016). The task is: Predict the reactants needed to synthesize the given product. (1) Given the product [CH3:1][N:2]1[C:6]([CH3:7])=[CH:5][C:4]([C:8]2[O:12][N:11]=[C:10]([C:13]([OH:15])=[O:14])[N:9]=2)=[N:3]1, predict the reactants needed to synthesize it. The reactants are: [CH3:1][N:2]1[C:6]([CH3:7])=[CH:5][C:4]([C:8]2[O:12][N:11]=[C:10]([C:13]([O:15]CC)=[O:14])[N:9]=2)=[N:3]1.[OH-].[Na+]. (2) Given the product [BrH:1].[BrH:1].[CH:39]1([N:15]([CH2:14][CH2:13][NH:12][CH2:46][CH2:47][C:48]2[C:56]3[S:55][C:54](=[O:57])[NH:53][C:52]=3[C:51]([OH:58])=[CH:50][CH:49]=2)[C:16](=[O:38])[CH2:17][CH2:18][NH:19][CH2:30][CH2:31][C:32]2[CH:37]=[CH:36][CH:35]=[CH:34][CH:33]=2)[CH2:45][CH2:44][CH2:43][CH2:42][CH2:41][CH2:40]1, predict the reactants needed to synthesize it. The reactants are: [BrH:1].C(OC([N:12]([CH2:46][CH2:47][C:48]1[C:56]2[S:55][C:54](=[O:57])[NH:53][C:52]=2[C:51]([OH:58])=[CH:50][CH:49]=1)[CH2:13][CH2:14][N:15]([CH:39]1[CH2:45][CH2:44][CH2:43][CH2:42][CH2:41][CH2:40]1)[C:16](=[O:38])[CH2:17][CH2:18][N:19]([CH2:30][CH2:31][C:32]1[CH:37]=[CH:36][CH:35]=[CH:34][CH:33]=1)C(=O)OCC1C=CC=CC=1)=O)C1C=CC=CC=1.COC(C)(C)C. (3) Given the product [CH3:22][C:16]1[CH:17]=[CH:18][CH:19]=[C:20]([CH3:21])[C:15]=1[CH2:14][NH:13][C:4]1[C:5]2[N:6]([C:8]([CH3:12])=[C:9]([CH3:11])[N:10]=2)[CH:7]=[C:2]([C:30]2[C:25]([O:24][CH3:23])=[N:26][CH:27]=[CH:28][CH:29]=2)[CH:3]=1, predict the reactants needed to synthesize it. The reactants are: Br[C:2]1[CH:3]=[C:4]([NH:13][CH2:14][C:15]2[C:20]([CH3:21])=[CH:19][CH:18]=[CH:17][C:16]=2[CH3:22])[C:5]2[N:6]([C:8]([CH3:12])=[C:9]([CH3:11])[N:10]=2)[CH:7]=1.[CH3:23][O:24][C:25]1[C:30](B(O)O)=[CH:29][CH:28]=[CH:27][N:26]=1.C(=O)([O-])[O-].[Na+].[Na+]. (4) Given the product [F:14][C:2]([F:1])([CH3:13])[CH2:3][CH2:4][CH2:5][CH2:6][N:7]1[CH:11]=[C:10]([NH:12][C:29]([C:24]2[N:25]=[C:26]([CH3:28])[O:27][C:23]=2[C:20]2[CH:21]=[CH:22][C:17]([O:16][CH3:15])=[CH:18][CH:19]=2)=[O:30])[CH:9]=[N:8]1, predict the reactants needed to synthesize it. The reactants are: [F:1][C:2]([F:14])([CH3:13])[CH2:3][CH2:4][CH2:5][CH2:6][N:7]1[CH:11]=[C:10]([NH2:12])[CH:9]=[N:8]1.[CH3:15][O:16][C:17]1[CH:22]=[CH:21][C:20]([C:23]2[O:27][C:26]([CH3:28])=[N:25][C:24]=2[C:29](O)=[O:30])=[CH:19][CH:18]=1. (5) Given the product [CH2:8]([C:6]1[CH:7]=[C:2]2[C:3]([C:15]([OH:17])=[C:22]([C:23]([O:25][CH3:26])=[O:24])[C:21](=[O:27])[NH:1]2)=[N:4][CH:5]=1)[C:9]1[CH:10]=[CH:11][CH:12]=[CH:13][CH:14]=1, predict the reactants needed to synthesize it. The reactants are: [NH2:1][C:2]1[C:3]([C:15]([O:17]CC)=O)=[N:4][CH:5]=[C:6]([CH2:8][C:9]2[CH:14]=[CH:13][CH:12]=[CH:11][CH:10]=2)[CH:7]=1.Cl[C:21](=[O:27])[CH2:22][C:23]([O:25][CH3:26])=[O:24].